Dataset: Reaction yield outcomes from USPTO patents with 853,638 reactions. Task: Predict the reaction yield, written as a fraction of the theoretical maximum amount of product (1.0 means a 100% yield; for example, 0.34 means a 34% yield). (1) The reactants are [OH:1][N:2]=[C:3](Cl)[C:4]1[C:8]([NH:9][CH2:10][CH2:11][O:12][CH3:13])=[N:7][O:6][N:5]=1.FC(F)(F)C(O)=O.[Cl:22][C:23]1[CH:24]=[C:25]([CH2:28][NH2:29])[O:26][CH:27]=1. No catalyst specified. The product is [Cl:22][C:23]1[CH:24]=[C:25]([CH2:28][NH:29][C:3]([C:4]2[C:8]([NH:9][CH2:10][CH2:11][O:12][CH3:13])=[N:7][O:6][N:5]=2)=[N:2][OH:1])[O:26][CH:27]=1. The yield is 1.00. (2) The reactants are C([N:4]([CH:7](C)C)[CH2:5][CH3:6])(C)C.[CH2:10]([O:12][C:13]([C:15]1([NH:20][C:21]([CH:23]2[CH2:27][CH:26]([OH:28])[CH2:25][CH:24]2[C:29]([OH:31])=O)=[O:22])[CH2:17][CH:16]1[CH:18]=[CH2:19])=[O:14])[CH3:11].CN(C=O)C.CN(C(ON1N=N[C:47]2[CH:48]=[CH:49]C=N[C:46]1=2)=[N+](C)C)C.F[P-](F)(F)(F)(F)F.CCN(C(C)C)C(C)C. The catalyst is C(Cl)Cl. The product is [CH2:10]([O:12][C:13]([C:15]1([NH:20][C:21]([CH:23]2[CH2:27][CH:26]([OH:28])[CH2:25][CH:24]2[C:29](=[O:31])[N:4]([CH2:5][CH2:6][CH2:49][CH2:48][CH:47]=[CH2:46])[CH3:7])=[O:22])[CH2:17][CH:16]1[CH:18]=[CH2:19])=[O:14])[CH3:11]. The yield is 0.740.